From a dataset of Full USPTO retrosynthesis dataset with 1.9M reactions from patents (1976-2016). Predict the reactants needed to synthesize the given product. (1) The reactants are: ClCCl.[O:4]=[C:5]1[N:9]([CH2:10][CH2:11][CH2:12][C:13]([OH:15])=[O:14])[C:8]2[CH:16]=[CH:17][CH:18]=[CH:19][C:7]=2[NH:6]1.C(Cl)(=O)C([Cl:23])=O. Given the product [O:4]=[C:5]1[N:9]([CH2:10][CH2:11][CH2:12][C:13]([O:15][Cl:23])=[O:14])[C:8]2[CH:16]=[CH:17][CH:18]=[CH:19][C:7]=2[NH:6]1, predict the reactants needed to synthesize it. (2) Given the product [C:16]1([NH:15][C:2]2([CH3:14])[O:6][C:5](=[O:7])[CH:4]=[C:3]2[C:8]2[CH:13]=[CH:12][CH:11]=[CH:10][CH:9]=2)[CH:21]=[CH:20][CH:19]=[CH:18][CH:17]=1, predict the reactants needed to synthesize it. The reactants are: O[C:2]1([CH3:14])[O:6][C:5](=[O:7])[CH:4]=[C:3]1[C:8]1[CH:13]=[CH:12][CH:11]=[CH:10][CH:9]=1.[NH2:15][C:16]1[CH:21]=[CH:20][CH:19]=[CH:18][CH:17]=1. (3) Given the product [CH2:10]([N:9]([CH2:8][CH2:7][C:4]1[CH:5]=[CH:6][CH:1]=[CH:2][CH:3]=1)[C:22](=[O:24])[CH3:23])[C:11]1[CH:16]=[CH:15][CH:14]=[CH:13][CH:12]=1, predict the reactants needed to synthesize it. The reactants are: [CH:1]1[CH:6]=[CH:5][C:4]([CH2:7][CH2:8][NH:9][CH2:10][C:11]2[CH:16]=[CH:15][CH:14]=[CH:13][CH:12]=2)=[CH:3][CH:2]=1.C([O-])(O)=O.[Na+].[C:22](Cl)(=[O:24])[CH3:23]. (4) Given the product [F:1][C:2]1[CH:7]=[CH:6][CH:5]=[CH:4][C:3]=1[O:8][C:10]1[CH:11]=[CH:12][C:13]([N+:25]([O-:27])=[O:26])=[C:14]([CH2:16][NH:17][C:18](=[O:24])[O:19][C:20]([CH3:23])([CH3:21])[CH3:22])[CH:15]=1, predict the reactants needed to synthesize it. The reactants are: [F:1][C:2]1[CH:7]=[CH:6][CH:5]=[CH:4][C:3]=1[OH:8].Cl[C:10]1[CH:11]=[CH:12][C:13]([N+:25]([O-:27])=[O:26])=[C:14]([CH2:16][NH:17][C:18](=[O:24])[O:19][C:20]([CH3:23])([CH3:22])[CH3:21])[CH:15]=1.[H-].[Na+]. (5) The reactants are: [CH2:1]([O:3][C:4]1[CH:9]=[CH:8][C:7]([CH3:10])=[CH:6][CH:5]=1)[CH3:2].C(O[O:16][C:17]([CH3:20])(C)C)(C)(C)C.[C]=O.[CH2:23]([OH:25])C. Given the product [CH2:1]([O:3][C:4]1[CH:9]=[CH:8][C:7]([CH2:10][C:23]([O:16][CH2:17][CH3:20])=[O:25])=[CH:6][CH:5]=1)[CH3:2], predict the reactants needed to synthesize it. (6) Given the product [I:11][C:8]1[CH:7]=[C:3]2[C:2](=[CH:10][CH:9]=1)[NH:1][CH:12]=[N:14][C:4]2=[O:5], predict the reactants needed to synthesize it. The reactants are: [NH2:1][C:2]1[CH:10]=[CH:9][C:8]([I:11])=[CH:7][C:3]=1[C:4](O)=[O:5].[CH:12]([NH2:14])=O.